From a dataset of Full USPTO retrosynthesis dataset with 1.9M reactions from patents (1976-2016). Predict the reactants needed to synthesize the given product. (1) Given the product [N:11]1([C:14]2[N:15]=[C:16]([C:20]([N:22]3[CH2:27][CH2:26][CH2:25][CH2:24][CH:23]3[C:28]3[CH:33]=[CH:32][CH:31]=[CH:30][C:29]=3[CH3:34])=[O:21])[CH:17]=[CH:18][CH:19]=2)[CH2:12][CH2:13][NH:8][CH2:9][CH2:10]1, predict the reactants needed to synthesize it. The reactants are: C(OC([N:8]1[CH2:13][CH2:12][N:11]([C:14]2[CH:19]=[CH:18][CH:17]=[C:16]([C:20]([N:22]3[CH2:27][CH2:26][CH2:25][CH2:24][CH:23]3[C:28]3[CH:33]=[CH:32][CH:31]=[CH:30][C:29]=3[CH3:34])=[O:21])[N:15]=2)[CH2:10][CH2:9]1)=O)(C)(C)C.C([O-])(O)=O.[Na+]. (2) Given the product [C:9]([CH:8]([C:5]1[CH:6]=[CH:7][C:2]([F:1])=[CH:3][CH:4]=1)[C:11]([O:12][CH2:13][CH3:14])=[O:15])#[N:10], predict the reactants needed to synthesize it. The reactants are: [F:1][C:2]1[CH:7]=[CH:6][C:5]([CH2:8][C:9]#[N:10])=[CH:4][CH:3]=1.[C:11](=O)([O:15]CC)[O:12][CH2:13][CH3:14].[O-]CC.[Na+]. (3) Given the product [CH2:28]([N:25]1[C:24]2[CH:30]=[CH:31][CH:32]=[CH:33][C:23]=2[O:22][CH2:21][C@H:20]([NH:19][C:4](=[O:15])[C@H:3]([O:16][CH3:17])[C@H:2]([OH:1])[C@@H:6]([OH:5])[C@H:7]([OH:14])/[CH:8]=[CH:9]/[C:10]([CH3:13])([CH3:12])[CH3:11])[C:26]1=[O:27])[CH3:29], predict the reactants needed to synthesize it. The reactants are: [OH:1][C@@H:2]1[C@H:6]([C@H:7]([OH:14])/[CH:8]=[CH:9]/[C:10]([CH3:13])([CH3:12])[CH3:11])[O:5][C:4](=[O:15])[C@@H:3]1[O:16][CH3:17].Cl.[NH2:19][C@@H:20]1[C:26](=[O:27])[N:25]([CH2:28][CH3:29])[C:24]2[CH:30]=[CH:31][CH:32]=[CH:33][C:23]=2[O:22][CH2:21]1.C(C(CCCC)C([O-])=O)C.[Na+]. (4) Given the product [CH3:20][C:19]([CH3:9])([CH2:21][CH2:3][CH:1]=[CH2:2])[C:18]([O:23][CH2:24][CH3:25])=[O:22], predict the reactants needed to synthesize it. The reactants are: [CH:1](NC(C)C)([CH3:3])[CH3:2].[Li][CH2:9]CCC.CCOCC.[C:18]([O:23][CH2:24][CH3:25])(=[O:22])[CH:19]([CH3:21])[CH3:20].BrCCC=C.